Dataset: Forward reaction prediction with 1.9M reactions from USPTO patents (1976-2016). Task: Predict the product of the given reaction. (1) Given the reactants [Cl:1][C:2]1[N:7]=[C:6](Cl)[CH:5]=[CH:4][N:3]=1.[CH:9]([C:11]1[CH:12]=[C:13](B(O)O)[CH:14]=[CH:15][CH:16]=1)=[O:10], predict the reaction product. The product is: [Cl:1][C:2]1[N:7]=[C:6]([C:15]2[CH:16]=[C:11]([CH:12]=[CH:13][CH:14]=2)[CH:9]=[O:10])[CH:5]=[CH:4][N:3]=1. (2) Given the reactants [C:1]([C:5]1[CH:10]=[C:9]([C:11]([CH3:14])([CH3:13])[CH3:12])[CH:8]=[C:7]([NH2:15])[C:6]=1[OH:16])([CH3:4])([CH3:3])[CH3:2].[BH3-][C:18]#N.[Na+].C=O, predict the reaction product. The product is: [C:1]([C:5]1[CH:10]=[C:9]([C:11]([CH3:14])([CH3:13])[CH3:12])[CH:8]=[C:7]([NH:15][CH3:18])[C:6]=1[OH:16])([CH3:4])([CH3:2])[CH3:3]. (3) Given the reactants C[O:2][CH2:3][C:4]1[CH:9]=[CH:8][C:7]([Cl:10])=[CH:6][CH:5]=1.Br([O-])(=O)=O.[Na+], predict the reaction product. The product is: [Cl:10][C:7]1[CH:8]=[CH:9][C:4]([CH:3]=[O:2])=[CH:5][CH:6]=1. (4) Given the reactants [CH2:1]([N:8]1[CH2:13][CH2:12][C@@H:11]([CH3:14])[C@@H:10]([NH:15][C:16]2[C:17]3[CH:27]=[CH:26][N:25]([CH2:28][O:29][CH2:30][CH2:31][Si:32]([CH3:35])([CH3:34])[CH3:33])[C:18]=3[N:19]=[CH:20][C:21]=2[C:22]#[C:23]Br)[CH2:9]1)[C:2]1[CH:7]=[CH:6][CH:5]=[CH:4][CH:3]=1.[CH2:36]([Li])CCC.CI.[Cl-].[NH4+], predict the reaction product. The product is: [CH2:1]([N:8]1[CH2:13][CH2:12][C@@H:11]([CH3:14])[C@@H:10]([NH:15][C:16]2[C:17]3[CH:27]=[CH:26][N:25]([CH2:28][O:29][CH2:30][CH2:31][Si:32]([CH3:35])([CH3:34])[CH3:33])[C:18]=3[N:19]=[CH:20][C:21]=2[C:22]#[C:23][CH3:36])[CH2:9]1)[C:2]1[CH:7]=[CH:6][CH:5]=[CH:4][CH:3]=1. (5) Given the reactants FC(F)(F)S(O[C:7]1[CH:8]=[C:9]2[C:32](=[CH:33][CH:34]=1)[C:13]1=[N:14][O:15][C:16]([C:17]3[C:21]([C:22]([F:25])([F:24])[F:23])=[C:20]([C:26]4[CH:31]=[CH:30][CH:29]=[CH:28][CH:27]=4)[O:19][N:18]=3)=[C:12]1[CH2:11][C:10]2([F:36])[F:35])(=O)=O.[Cl-].[Li+].[CH2:41]([Sn](CCCC)(CCCC)C=C)[CH2:42]CC, predict the reaction product. The product is: [F:35][C:10]1([F:36])[C:9]2[C:32](=[CH:33][CH:34]=[C:7]([CH:41]=[CH2:42])[CH:8]=2)[C:13]2=[N:14][O:15][C:16]([C:17]3[C:21]([C:22]([F:25])([F:23])[F:24])=[C:20]([C:26]4[CH:27]=[CH:28][CH:29]=[CH:30][CH:31]=4)[O:19][N:18]=3)=[C:12]2[CH2:11]1. (6) Given the reactants [C:9](O[C:9]([O:11][C:12]([CH3:15])([CH3:14])[CH3:13])=[O:10])([O:11][C:12]([CH3:15])([CH3:14])[CH3:13])=[O:10].[Br:16][C:17]1[CH:18]=[C:19]([CH2:22][NH:23][CH3:24])[S:20][CH:21]=1.C(N(CC)CC)C, predict the reaction product. The product is: [Br:16][C:17]1[CH:18]=[C:19]([CH2:22][N:23]([CH3:24])[C:9](=[O:10])[O:11][C:12]([CH3:13])([CH3:14])[CH3:15])[S:20][CH:21]=1.